Dataset: Reaction yield outcomes from USPTO patents with 853,638 reactions. Task: Predict the reaction yield, written as a fraction of the theoretical maximum amount of product (1.0 means a 100% yield; for example, 0.34 means a 34% yield). (1) The yield is 0.800. The reactants are [Cl:1][C:2]1[C:7]([CH:8]=[O:9])=[C:6](Cl)[N:5]=[C:4]([S:11][CH3:12])[N:3]=1.[NH3:13]. The product is [NH2:13][C:6]1[C:7]([CH:8]=[O:9])=[C:2]([Cl:1])[N:3]=[C:4]([S:11][CH3:12])[N:5]=1. The catalyst is C1C=CC=CC=1. (2) The reactants are [F:1][C:2]1[CH:3]=[C:4]([C:8]2[S:12][C:11]([CH2:19][CH2:20][CH2:21][NH:22][C:23](=[O:29])[O:24][C:25]([CH3:28])([CH3:27])[CH3:26])([C:13]3[CH:18]=[CH:17][CH:16]=[CH:15][CH:14]=3)[NH:10][N:9]=2)[CH:5]=[CH:6][CH:7]=1.[Si:30]([O:47][C@@H:48]([CH3:52])[C:49](O)=[O:50])([C:43]([CH3:46])([CH3:45])[CH3:44])([C:37]1[CH:42]=[CH:41][CH:40]=[CH:39][CH:38]=1)[C:31]1[CH:36]=[CH:35][CH:34]=[CH:33][CH:32]=1.C1CN([P+](ON2N=NC3C=CC=CC2=3)(N2CCCC2)N2CCCC2)CC1.F[P-](F)(F)(F)(F)F.CCN(C(C)C)C(C)C. The catalyst is CN(C=O)C. The product is [Si:30]([O:47][C@@H:48]([CH3:52])[C:49]([N:10]1[N:9]=[C:8]([C:4]2[CH:5]=[CH:6][CH:7]=[C:2]([F:1])[CH:3]=2)[S:12][C@@:11]1([CH2:19][CH2:20][CH2:21][NH:22][C:23](=[O:29])[O:24][C:25]([CH3:26])([CH3:28])[CH3:27])[C:13]1[CH:18]=[CH:17][CH:16]=[CH:15][CH:14]=1)=[O:50])([C:43]([CH3:45])([CH3:46])[CH3:44])([C:37]1[CH:38]=[CH:39][CH:40]=[CH:41][CH:42]=1)[C:31]1[CH:32]=[CH:33][CH:34]=[CH:35][CH:36]=1. The yield is 0.190. (3) The product is [Cl:40][CH2:41][C:42]1([CH2:48][NH:49][C:50]([N:52]2[CH2:57][CH2:56][C:55]3[NH:58][N:59]=[N:60][C:54]=3[CH2:53]2)=[O:51])[CH2:43][CH2:44][N:45]([C:10]([O:36][CH2:35][C:32]2[CH:31]=[CH:30][C:29]([O:28][C:27]([F:37])([F:38])[F:26])=[CH:34][CH:33]=2)=[O:11])[CH2:46][CH2:47]1. The yield is 0.460. The reactants are C(N(CC)CC)C.C1C(=O)N(OC(ON2C(=O)CCC2=O)=O)[C:10](=[O:11])C1.[F:26][C:27]([F:38])([F:37])[O:28][C:29]1[CH:34]=[CH:33][C:32]([CH2:35][OH:36])=[CH:31][CH:30]=1.Cl.[Cl:40][CH2:41][C:42]1([CH2:48][NH:49][C:50]([N:52]2[CH2:57][CH2:56][C:55]3[NH:58][N:59]=[N:60][C:54]=3[CH2:53]2)=[O:51])[CH2:47][CH2:46][NH:45][CH2:44][CH2:43]1. The catalyst is C(#N)C.